From a dataset of NCI-60 drug combinations with 297,098 pairs across 59 cell lines. Regression. Given two drug SMILES strings and cell line genomic features, predict the synergy score measuring deviation from expected non-interaction effect. (1) Drug 1: C1CN1P(=S)(N2CC2)N3CC3. Drug 2: C1CNP(=O)(OC1)N(CCCl)CCCl. Cell line: HCC-2998. Synergy scores: CSS=18.5, Synergy_ZIP=-8.73, Synergy_Bliss=-1.21, Synergy_Loewe=-17.3, Synergy_HSA=-0.961. (2) Drug 1: CC1=C(C(=CC=C1)Cl)NC(=O)C2=CN=C(S2)NC3=CC(=NC(=N3)C)N4CCN(CC4)CCO. Drug 2: C(CN)CNCCSP(=O)(O)O. Cell line: UO-31. Synergy scores: CSS=1.72, Synergy_ZIP=-0.332, Synergy_Bliss=2.45, Synergy_Loewe=-4.23, Synergy_HSA=1.65.